From a dataset of Catalyst prediction with 721,799 reactions and 888 catalyst types from USPTO. Predict which catalyst facilitates the given reaction. (1) Reactant: [Br:1][C:2]1[CH:3]=[C:4]([CH2:19]O)[CH:5]=[C:6]([O:8][C:9]2[CH:14]=[CH:13][C:12]([C:15]([F:18])([F:17])[F:16])=[CH:11][N:10]=2)[CH:7]=1.S(Cl)([Cl:23])=O.O. Product: [Br:1][C:2]1[CH:7]=[C:6]([CH:5]=[C:4]([CH2:19][Cl:23])[CH:3]=1)[O:8][C:9]1[CH:14]=[CH:13][C:12]([C:15]([F:18])([F:17])[F:16])=[CH:11][N:10]=1. The catalyst class is: 1. (2) Reactant: [H-].[Na+].[CH2:3]([C:5]1[C:9]2=[N:10][C:11]([C:14]([F:17])([F:16])[F:15])=[CH:12][CH:13]=[C:8]2[NH:7][CH:6]=1)[CH3:4].[NH4+:18].[Cl-]. Product: [CH2:3]([C:5]1[C:9]2=[N:10][C:11]([C:14]([F:16])([F:17])[F:15])=[CH:12][CH:13]=[C:8]2[N:7]([NH2:18])[CH:6]=1)[CH3:4]. The catalyst class is: 3.